This data is from Forward reaction prediction with 1.9M reactions from USPTO patents (1976-2016). The task is: Predict the product of the given reaction. Given the reactants [C:1]1([CH3:18])[CH:6]=[CH:5][CH:4]=[CH:3][C:2]=1[C:7]1[CH:8]=[C:9]2[C:14](=[CH:15][CH:16]=1)[N:13]=[C:12](N)[N:11]=[CH:10]2.[I-:19].[Cs+].II.N(OCCC(C)C)=O, predict the reaction product. The product is: [I:19][C:12]1[N:11]=[CH:10][C:9]2[C:14](=[CH:15][CH:16]=[C:7]([C:2]3[CH:3]=[CH:4][CH:5]=[CH:6][C:1]=3[CH3:18])[CH:8]=2)[N:13]=1.